This data is from Full USPTO retrosynthesis dataset with 1.9M reactions from patents (1976-2016). The task is: Predict the reactants needed to synthesize the given product. (1) Given the product [CH2:23]([S:20]([N:17]1[CH2:18][CH2:19][CH:14]([C:5]2[C:4]3[C:8](=[C:9]([C:11]([NH2:13])=[O:12])[CH:10]=[C:2]([C:31]4[CH:30]=[N:29][C:28]([CH3:35])=[CH:27][CH:26]=4)[CH:3]=3)[NH:7][CH:6]=2)[CH2:15][CH2:16]1)(=[O:22])=[O:21])[CH3:24], predict the reactants needed to synthesize it. The reactants are: Br[C:2]1[CH:3]=[C:4]2[C:8](=[C:9]([C:11]([NH2:13])=[O:12])[CH:10]=1)[NH:7][CH:6]=[C:5]2[CH:14]1[CH2:19][CH2:18][N:17]([S:20]([CH2:23][CH3:24])(=[O:22])=[O:21])[CH2:16][CH2:15]1.C[C:26]1[CH:31]=[CH:30][N:29]=[CH:28][C:27]=1B(O)O.[C:35](=O)([O-])[O-].[K+].[K+]. (2) The reactants are: [Cl:1][C:2]1[N:9]=[C:8]([Cl:10])[CH:7]=[CH:6][C:3]=1[CH:4]=O.[NH2:11][CH2:12][CH:13]([C:15]1[S:16][CH:17]=[C:18]([CH3:20])[N:19]=1)[OH:14].C(O)(=O)C.C([BH3-])#N.[Na+]. Given the product [NH3:9].[Cl:1][C:2]1[C:3]([CH2:4][NH:11][CH2:12][CH:13]([C:15]2[S:16][CH:17]=[C:18]([CH3:20])[N:19]=2)[OH:14])=[CH:6][CH:7]=[C:8]([Cl:10])[N:9]=1, predict the reactants needed to synthesize it. (3) Given the product [CH3:16][N:17]([CH3:18])[C:2]1[C:11]([CH:12]=[O:13])=[CH:10][C:9]2[C:4](=[CH:5][CH:6]=[C:7]([CH3:20])[CH:8]=2)[N:3]=1, predict the reactants needed to synthesize it. The reactants are: Cl[C:2]1[C:11]([CH:12]=[O:13])=[CH:10][C:9]2[C:4](=[CH:5][CH:6]=[C:7](OC)[CH:8]=2)[N:3]=1.[CH3:16][NH:17][CH3:18].O1CCOC[CH2:20]1. (4) Given the product [C:1]1([CH3:13])[CH:2]=[CH:3][C:4]([S:7]([CH:10]([N+:11]#[C-:12])[CH3:14])(=[O:8])=[O:9])=[CH:5][CH:6]=1, predict the reactants needed to synthesize it. The reactants are: [C:1]1([CH3:13])[CH:6]=[CH:5][C:4]([S:7]([CH2:10][N+:11]#[C-:12])(=[O:9])=[O:8])=[CH:3][CH:2]=1.[CH3:14]I.[OH-].[Na+].O.